Dataset: Forward reaction prediction with 1.9M reactions from USPTO patents (1976-2016). Task: Predict the product of the given reaction. (1) Given the reactants [CH3:1][C:2]1[C:7]([OH:8])=[CH:6][CH:5]=[CH:4][C:3]=1[C:9]([NH:11][C@H:12]([C@H:21]([OH:40])[CH2:22][N:23]1[C@H:32]([C:33]([NH:35][C:36]([CH3:39])([CH3:38])[CH3:37])=[O:34])[CH2:31][C@H:30]2[C@H:25]([CH2:26][CH2:27][CH2:28][CH2:29]2)[CH2:24]1)[CH2:13][S:14][C:15]1[CH:16]=[CH:17][CH:18]=[CH:19][CH:20]=1)=[O:10].CO.[CH3:43][S:44]([OH:47])(=[O:46])=[O:45], predict the reaction product. The product is: [CH3:1][C:2]1[C:7]([OH:8])=[CH:6][CH:5]=[CH:4][C:3]=1[C:9]([NH:11][C@H:12]([C@H:21]([OH:40])[CH2:22][N:23]1[C@H:32]([C:33]([NH:35][C:36]([CH3:38])([CH3:37])[CH3:39])=[O:34])[CH2:31][C@H:30]2[C@H:25]([CH2:26][CH2:27][CH2:28][CH2:29]2)[CH2:24]1)[CH2:13][S:14][C:15]1[CH:20]=[CH:19][CH:18]=[CH:17][CH:16]=1)=[O:10].[CH3:43][S:44]([OH:47])(=[O:46])=[O:45]. (2) Given the reactants [F:1][C:2]([F:13])([F:12])[C:3]1[CH:4]=[C:5](B(O)O)[CH:6]=[CH:7][CH:8]=1.[OH:14][N:15]1[C:19](=[O:20])[C:18]2=[CH:21][CH:22]=[CH:23][CH:24]=[C:17]2[C:16]1=[O:25], predict the reaction product. The product is: [F:1][C:2]([F:13])([F:12])[C:3]1[CH:4]=[C:5]([CH:6]=[CH:7][CH:8]=1)[O:14][N:15]1[C:16](=[O:25])[C:17]2=[CH:24][CH:23]=[CH:22][CH:21]=[C:18]2[C:19]1=[O:20].